Predict which catalyst facilitates the given reaction. From a dataset of Catalyst prediction with 721,799 reactions and 888 catalyst types from USPTO. Reactant: [NH2:1][C:2]1[CH:3]=[C:4]2[C:8](=[CH:9][CH:10]=1)[NH:7][N:6]=[CH:5]2.[Cl:11][CH2:12][C:13](Cl)=[O:14]. Product: [Cl:11][CH2:12][C:13]([NH:1][C:2]1[CH:3]=[C:4]2[C:8](=[CH:9][CH:10]=1)[NH:7][N:6]=[CH:5]2)=[O:14]. The catalyst class is: 27.